From a dataset of Peptide-MHC class II binding affinity with 134,281 pairs from IEDB. Regression. Given a peptide amino acid sequence and an MHC pseudo amino acid sequence, predict their binding affinity value. This is MHC class II binding data. (1) The peptide sequence is VTSAPDTRPAP. The MHC is HLA-DQA10301-DQB10302 with pseudo-sequence HLA-DQA10301-DQB10302. The binding affinity (normalized) is 0.482. (2) The peptide sequence is DVSGVQAPVGAITTI. The MHC is HLA-DQA10101-DQB10501 with pseudo-sequence HLA-DQA10101-DQB10501. The binding affinity (normalized) is 0. (3) The peptide sequence is AWKVAATAANAAPAN. The MHC is DRB1_0701 with pseudo-sequence DRB1_0701. The binding affinity (normalized) is 0.469. (4) The peptide sequence is TCVLGKLSQELHKLQ. The MHC is DRB1_0701 with pseudo-sequence DRB1_0701. The binding affinity (normalized) is 0.0911. (5) The peptide sequence is APTGATTAAAGGYKV. The MHC is HLA-DQA10104-DQB10503 with pseudo-sequence HLA-DQA10104-DQB10503. The binding affinity (normalized) is 0.